From a dataset of Catalyst prediction with 721,799 reactions and 888 catalyst types from USPTO. Predict which catalyst facilitates the given reaction. (1) Reactant: [CH3:1][O:2][C:3]1[N:8]=[CH:7][C:6]([C@@H:9]([OH:12])[CH2:10][OH:11])=[CH:5][CH:4]=1.N1C=CC=CC=1.[C:19]1([CH3:29])[CH:24]=[CH:23][C:22]([S:25](Cl)(=[O:27])=[O:26])=[CH:21][CH:20]=1. Product: [CH3:29][C:19]1[CH:24]=[CH:23][C:22]([S:25]([O:11][CH2:10][C@H:9]([OH:12])[C:6]2[CH:7]=[N:8][C:3]([O:2][CH3:1])=[CH:4][CH:5]=2)(=[O:27])=[O:26])=[CH:21][CH:20]=1. The catalyst class is: 2. (2) Reactant: C([O:8][C:9](=[O:29])[C@@H:10]([NH:14][C:15](=[O:28])[CH2:16][C:17]1[CH:22]=[CH:21][CH:20]=[C:19]([O:23][C:24]([F:27])([F:26])[F:25])[CH:18]=1)[CH:11]([CH3:13])[CH3:12])C1C=CC=CC=1. Product: [CH3:12][CH:11]([CH3:13])[C@H:10]([NH:14][C:15](=[O:28])[CH2:16][C:17]1[CH:22]=[CH:21][CH:20]=[C:19]([O:23][C:24]([F:25])([F:26])[F:27])[CH:18]=1)[C:9]([OH:29])=[O:8]. The catalyst class is: 123. (3) Reactant: C([N-]C(C)C)(C)C.[Li+].[C:9]([N:16]1[CH2:21][CH2:20][C:19]([CH3:27])([C:22]([O:24]CC)=O)[CH2:18][CH2:17]1)([O:11][C:12]([CH3:15])([CH3:14])[CH3:13])=[O:10].[Cl:28][CH2:29]I.C(O)(=O)C. Product: [Cl:28][CH2:29][C:22]([C:19]1([CH3:27])[CH2:18][CH2:17][N:16]([C:9]([O:11][C:12]([CH3:13])([CH3:14])[CH3:15])=[O:10])[CH2:21][CH2:20]1)=[O:24]. The catalyst class is: 1. (4) Reactant: [C:1]([O:5][C:6]([N:8]1[CH2:13][CH2:12][N:11]([CH:14]([C:17]2[CH:22]=[CH:21][CH:20]=[CH:19][C:18]=2[F:23])[CH2:15][NH2:16])[CH2:10][CH2:9]1)=[O:7])([CH3:4])([CH3:3])[CH3:2].[CH3:24][S:25](Cl)(=[O:27])=[O:26].N1C=CC=CC=1. Product: [C:1]([O:5][C:6]([N:8]1[CH2:13][CH2:12][N:11]([CH:14]([C:17]2[CH:22]=[CH:21][CH:20]=[CH:19][C:18]=2[F:23])[CH2:15][NH:16][S:25]([CH3:24])(=[O:27])=[O:26])[CH2:10][CH2:9]1)=[O:7])([CH3:4])([CH3:2])[CH3:3]. The catalyst class is: 91. (5) Reactant: [Cl:1][C:2]1[C:18]([Cl:19])=[CH:17][C:5]([O:6][C:7]2[CH:12]=[C:11]([O:13][CH2:14][CH2:15][NH2:16])[CH:10]=[CH:9][N:8]=2)=[C:4]([I:20])[CH:3]=1.CCN(CC)CC.Cl[CH2:29][CH2:30][S:31](Cl)(=[O:33])=[O:32]. Product: [Cl:1][C:2]1[C:18]([Cl:19])=[CH:17][C:5]([O:6][C:7]2[CH:12]=[C:11]([O:13][CH2:14][CH2:15][NH:16][S:31]([CH:30]=[CH2:29])(=[O:33])=[O:32])[CH:10]=[CH:9][N:8]=2)=[C:4]([I:20])[CH:3]=1. The catalyst class is: 2. (6) Reactant: [O:1]1[CH2:6][CH2:5][N:4]([C:7]2[CH:8]=[N:9][C:10]3[C:15]([N:16]=2)=[CH:14][C:13]([O:17][C:18]2[CH:19]=[C:20]([NH:24]C(=O)C(C)(C)C)[CH:21]=[CH:22][CH:23]=2)=[CH:12][CH:11]=3)[CH2:3][CH2:2]1.Cl.[OH-].[Na+]. Product: [O:1]1[CH2:6][CH2:5][N:4]([C:7]2[CH:8]=[N:9][C:10]3[C:15]([N:16]=2)=[CH:14][C:13]([O:17][C:18]2[CH:19]=[C:20]([CH:21]=[CH:22][CH:23]=2)[NH2:24])=[CH:12][CH:11]=3)[CH2:3][CH2:2]1. The catalyst class is: 52. (7) The catalyst class is: 6. Reactant: Cl.[NH2:2][OH:3].C([O-])(=O)C.[Na+].CO.[O:11]1[CH:15]=[CH:14][CH:13]=[C:12]1[C:16](=O)[CH2:17][CH3:18]. Product: [O:11]1[CH:15]=[CH:14][CH:13]=[C:12]1[C:16](=[N:2][OH:3])[CH2:17][CH3:18]. (8) Reactant: [Br:1][C:2]1[CH:7]=[CH:6][C:5]([C:8]([OH:27])([CH2:25][CH3:26])[C:9]([N:11]2[CH2:15][CH2:14][C:13]3([C:19]4[CH:20]=[CH:21][CH:22]=[CH:23][C:18]=4[C:17](=[O:24])[O:16]3)[CH2:12]2)=[O:10])=[C:4]([F:28])[CH:3]=1.[H-].[Na+].[CH3:31]I. Product: [Br:1][C:2]1[CH:7]=[CH:6][C:5]([C:8]([O:27][CH3:31])([CH2:25][CH3:26])[C:9]([N:11]2[CH2:15][CH2:14][C:13]3([C:19]4[CH:20]=[CH:21][CH:22]=[CH:23][C:18]=4[C:17](=[O:24])[O:16]3)[CH2:12]2)=[O:10])=[C:4]([F:28])[CH:3]=1. The catalyst class is: 9. (9) Reactant: [Cl-].[Cl-].[CH2:3]([O:13][CH2:14][C:15]([CH2:24][O:25][CH2:26][CH2:27][CH2:28][CH2:29][CH2:30][CH2:31][CH2:32][CH2:33][CH2:34][CH3:35])([CH2:20][NH+:21]([CH3:23])[CH3:22])[CH2:16][NH+:17]([CH3:19])[CH3:18])[CH2:4][CH2:5][CH2:6][CH2:7][CH2:8][CH2:9][CH2:10][CH2:11][CH3:12]. Product: [CH2:3]([O:13][CH2:14][C:15]([CH2:24][O:25][CH2:26][CH2:27][CH2:28][CH2:29][CH2:30][CH2:31][CH2:32][CH2:33][CH2:34][CH3:35])([CH2:20][N:21]([CH3:22])[CH3:23])[CH2:16][N:17]([CH3:19])[CH3:18])[CH2:4][CH2:5][CH2:6][CH2:7][CH2:8][CH2:9][CH2:10][CH2:11][CH3:12]. The catalyst class is: 74. (10) Reactant: CON(C)[C:4]([C:6]1[NH:10][N:9]=[C:8]([CH3:11])[CH:7]=1)=[O:5].[CH2:13]([Mg]Br)[CH3:14]. Product: [CH3:11][C:8]1[CH:7]=[C:6]([C:4](=[O:5])[CH2:13][CH3:14])[NH:10][N:9]=1. The catalyst class is: 1.